Dataset: HIV replication inhibition screening data with 41,000+ compounds from the AIDS Antiviral Screen. Task: Binary Classification. Given a drug SMILES string, predict its activity (active/inactive) in a high-throughput screening assay against a specified biological target. The drug is CC(=O)OC1CC2C(OC(=O)c3ccccc3)C3C4(OC(C)=O)COC4CC(OC(C)=O)C3(C)C(OC(C)=O)C(OC(C)=O)C(=C1C)C2(C)C. The result is 0 (inactive).